From a dataset of Experimentally validated miRNA-target interactions with 360,000+ pairs, plus equal number of negative samples. Binary Classification. Given a miRNA mature sequence and a target amino acid sequence, predict their likelihood of interaction. (1) The miRNA is hsa-miR-622 with sequence ACAGUCUGCUGAGGUUGGAGC. The protein sequence of the target gene is MTQSVVVQVGQCGNQIGCCFWDLALREHAAVNQKGIYDEAISSFFRNVDTRVVGDGGSISKGKICSLKARAVLIDMEEGVVNEILQGPLRDVFDTKQLITDISGSGNNWAVGHKVFGSLYQDQILEKFRKSAEHCDCLQCFFIIHSMGGGTGSGLGTFLLKVLEDEFPEVYRFVTSIYPSGEDDVITSPYNSILAMKELNEHADCVLPIDNQSLFDIISKIDLMVNSGKLGTTVKPKSLVTSSSGALKKQHKKPFDAMNNIVANLLLNLTSSARFEGSLNMDLNEISMNLVPFPQLHYLV.... Result: 0 (no interaction). (2) The miRNA is hsa-miR-4258 with sequence CCCCGCCACCGCCUUGG. The protein sequence of the target gene is MEDCLHTSSENLSKLVSWAHSHGTICSLIPNLKHLLSEGSHGNLTAMWGCSAGHAYHWPLTATCRAGSQERVCFQDNRSFNSDSPSIIGVPSETQTSPVERYPGRPVKAKLDCNRTRDSCDFSYCSEPSELDETVEEYEDENTLFDMVCESSVTDEDSDFEPQTQRPQSIARKRPGVVPSSLHSSSQTQMVDECSNDVIIKKIKQEIPEDYYIVANAELTGGVDGPALSLTQMAKPKPQTHAGPSCVGSAKLIPHVTSAISTELDPHGMSASPSVISRPIVQKTARVSLASPNRGPPGTH.... Result: 1 (interaction). (3) The miRNA is hsa-miR-8085 with sequence UGGGAGAGAGGACUGUGAGGC. Result: 1 (interaction). The protein sequence of the target gene is MGTTSDEMVSVEQTSSSSLNPLCFECGQQHWTRENHLYNYQNEVDDDLVCHICLQPLLQPLDTPCGHTFCYKCLRNFLQEKDFCPLDRKRLHFKLCKKSSILVHKLLDKLLVLCPFSSVCKDVMQRCDLEAHLKNRCPGASHRRVALERRKTSRTQAEIENENGPTLLDPAGTLSPEADCLGTGAVPVERHLTSASLSTWSEEPGLDNPAFEESAGADTTQQPLSLPEGEITTIEIHRSNPYIQLGISIVGGNETPLINIVIQEVYRDGVIARDGRLLAGDQILQVNNYNISNVSHNYAR....